This data is from Retrosynthesis with 50K atom-mapped reactions and 10 reaction types from USPTO. The task is: Predict the reactants needed to synthesize the given product. (1) Given the product COC(=O)c1cc(C)cc(Cc2c(-c3ccccc3)nn3c([Si](C)(C)C)c(OC)ccc23)c1, predict the reactants needed to synthesize it. The reactants are: COC(=O)c1cc(C)cc(CBr)c1.COc1ccc2c(Br)c(-c3ccccc3)nn2c1[Si](C)(C)C. (2) Given the product CC(C)c1cc(-c2ccc(C(F)(F)F)cc2)nc(-n2cnc(-c3cnc(N)nc3)c2)n1, predict the reactants needed to synthesize it. The reactants are: CC(C)c1cc(-c2ccc(C(F)(F)F)cc2)nc(-n2cnc(Br)c2)n1.CC1(C)OB(c2cnc(N)nc2)OC1(C)C. (3) Given the product BrCc1ccc(-c2ccccn2)cc1, predict the reactants needed to synthesize it. The reactants are: Cc1ccc(-c2ccccn2)cc1.O=C1CCC(=O)N1Br. (4) Given the product COC(=O)c1cc(N2CCN(C(=O)OC(C)(C)C)CC2)c2ccc(Cl)cc2n1, predict the reactants needed to synthesize it. The reactants are: CC(C)(C)OC(=O)N1CCNCC1.COC(=O)c1cc(Cl)c2ccc(Cl)cc2n1. (5) Given the product CCCCCCCc1ccc(CN(C(=O)c2ccncc2)c2ccc(O)c(C(=O)OC)c2)cc1, predict the reactants needed to synthesize it. The reactants are: CCCCCCCc1ccc(CNc2ccc(O)c(C(=O)OC)c2)cc1.O=C(Cl)c1ccncc1. (6) The reactants are: CC(C)C(=O)Nc1cccc(C2CCN(CC[C@H](N)c3ccccc3)CC2)c1.O=C=Nc1ccccc1[N+](=O)[O-]. Given the product CC(C)C(=O)Nc1cccc(C2CCN(CC[C@H](NC(=O)Nc3ccccc3[N+](=O)[O-])c3ccccc3)CC2)c1, predict the reactants needed to synthesize it. (7) Given the product CC(C)(C)OC(=O)N1CC2C(C=O)C2C1, predict the reactants needed to synthesize it. The reactants are: CC(C)(C)OC(=O)N1CC2C(CO)C2C1.